This data is from Forward reaction prediction with 1.9M reactions from USPTO patents (1976-2016). The task is: Predict the product of the given reaction. (1) Given the reactants [S-:1][C:2]#[N:3].[NH4+].[C:5](Cl)(=[O:12])[C:6]1[CH:11]=[CH:10][CH:9]=[CH:8][CH:7]=1.[NH2:14][C:15]1[CH:19]=[CH:18][NH:17][N:16]=1, predict the reaction product. The product is: [NH:17]1[CH:18]=[CH:19][C:15]([NH:14][C:2]([NH:3][C:5](=[O:12])[C:6]2[CH:11]=[CH:10][CH:9]=[CH:8][CH:7]=2)=[S:1])=[N:16]1. (2) The product is: [F:1][CH:2]1[CH:7]([C:8]2[C:16]3[C:11](=[CH:12][CH:13]=[C:14]([NH2:17])[CH:15]=3)[NH:10][CH:9]=2)[CH2:6][CH2:5][N:4]([CH3:20])[CH2:3]1. Given the reactants [F:1][CH:2]1[CH:7]([C:8]2[C:16]3[C:11](=[CH:12][CH:13]=[C:14]([N+:17]([O-])=O)[CH:15]=3)[NH:10][CH:9]=2)[CH2:6][CH2:5][N:4]([CH3:20])[CH2:3]1.O.NN, predict the reaction product. (3) Given the reactants [CH3:1][N:2]1[C:6]([C:7]2[C:12]([F:13])=[CH:11][N:10]=[C:9]([NH2:14])[N:8]=2)=[CH:5][N:4]=[C:3]1[CH3:15].[Cl:16][C:17]1[C:18]([C:24]([N:26]2[CH2:31][CH2:30][CH2:29][CH2:28][CH2:27]2)=[O:25])=[N:19][CH:20]=[C:21](Cl)[CH:22]=1.C(=O)([O-])[O-].[Cs+].[Cs+].CC1(C)C2C(=C(P(C3C=CC=CC=3)C3C=CC=CC=3)C=CC=2)OC2C(P(C3C=CC=CC=3)C3C=CC=CC=3)=CC=CC1=2, predict the reaction product. The product is: [ClH:16].[Cl:16][C:17]1[CH:22]=[C:21]([NH:14][C:9]2[N:8]=[C:7]([C:6]3[N:2]([CH3:1])[C:3]([CH3:15])=[N:4][CH:5]=3)[C:12]([F:13])=[CH:11][N:10]=2)[CH:20]=[N:19][C:18]=1[C:24]([N:26]1[CH2:31][CH2:30][CH2:29][CH2:28][CH2:27]1)=[O:25].